Predict which catalyst facilitates the given reaction. From a dataset of Catalyst prediction with 721,799 reactions and 888 catalyst types from USPTO. (1) Reactant: [C:1]([NH2:4])(=[O:3])[CH3:2].O.C1(C)C=CC(S(O)(=O)=O)=CC=1.[Cl:17][C:18]1[CH:23]=[CH:22][C:21]([CH:24]2[CH2:27][CH2:26][C:25]2=O)=[CH:20][CH:19]=1.O. Product: [Cl:17][C:18]1[CH:23]=[CH:22][C:21]([C:24]2[CH2:27][CH2:26][C:25]=2[NH:4][C:1](=[O:3])[CH3:2])=[CH:20][CH:19]=1. The catalyst class is: 133. (2) Reactant: [CH3:1][C:2]1([CH3:33])[CH2:11][C:10]2[C:5](=[CH:6][CH:7]=[C:8]([C:12]([O:14]C)=[O:13])[CH:9]=2)[NH:4][CH:3]1[C:16]1[CH:21]=[CH:20][CH:19]=[C:18]([NH:22][C:23](=[O:32])[CH2:24][CH2:25][C:26]2[CH:31]=[CH:30][CH:29]=[CH:28][CH:27]=2)[CH:17]=1.[OH-].[Na+]. Product: [CH3:1][C:2]1([CH3:33])[CH2:11][C:10]2[C:5](=[CH:6][CH:7]=[C:8]([C:12]([OH:14])=[O:13])[CH:9]=2)[NH:4][CH:3]1[C:16]1[CH:21]=[CH:20][CH:19]=[C:18]([NH:22][C:23](=[O:32])[CH2:24][CH2:25][C:26]2[CH:27]=[CH:28][CH:29]=[CH:30][CH:31]=2)[CH:17]=1. The catalyst class is: 24.